From a dataset of Reaction yield outcomes from USPTO patents with 853,638 reactions. Predict the reaction yield, written as a fraction of the theoretical maximum amount of product (1.0 means a 100% yield; for example, 0.34 means a 34% yield). (1) The reactants are [Cl-].O[NH3+:3].[C:4](=[O:7])([O-])[OH:5].[Na+].CS(C)=O.[CH3:13][C:14]([CH3:45])([CH3:44])[CH2:15][N:16]1[C:21](=[O:22])[C:20]([CH2:23][C:24]2[CH:29]=[CH:28][C:27]([C:30]3[C:31]([C:36]#[N:37])=[CH:32][CH:33]=[CH:34][CH:35]=3)=[CH:26][CH:25]=2)=[C:19]([CH2:38][CH2:39][CH3:40])[N:18]2[N:41]=[CH:42][N:43]=[C:17]12. The catalyst is C(OCC)(=O)C. The product is [CH3:45][C:14]([CH3:44])([CH3:13])[CH2:15][N:16]1[C:21](=[O:22])[C:20]([CH2:23][C:24]2[CH:25]=[CH:26][C:27]([C:30]3[CH:35]=[CH:34][CH:33]=[CH:32][C:31]=3[C:36]3[NH:3][C:4](=[O:7])[O:5][N:37]=3)=[CH:28][CH:29]=2)=[C:19]([CH2:38][CH2:39][CH3:40])[N:18]2[N:41]=[CH:42][N:43]=[C:17]12. The yield is 0.400. (2) No catalyst specified. The reactants are [C:1]([O:5][C:6](=[O:13])[CH2:7][C:8](=[CH2:12])[C:9]([OH:11])=[O:10])([CH3:4])([CH3:3])[CH3:2].[S:14]1C=CC=C1CC(O)=O.C1C[O:26][CH2:25][CH2:24]1. The yield is 0.426. The product is [C:1]([O:5][C:6](=[O:13])[CH2:7][CH:8]([CH2:12][S:14][C:25](=[O:26])[CH3:24])[C:9]([OH:11])=[O:10])([CH3:4])([CH3:3])[CH3:2].